This data is from Forward reaction prediction with 1.9M reactions from USPTO patents (1976-2016). The task is: Predict the product of the given reaction. Given the reactants Cl[C:2]1[N:3]=[CH:4][C:5]([C:8]([O:10][CH3:11])=[O:9])=[N:6][CH:7]=1.[F:12][C:13]([F:24])([F:23])[C:14]1[CH:19]=[CH:18][C:17](B(O)O)=[CH:16][CH:15]=1.C(=O)([O-])[O-].[Cs+].[Cs+], predict the reaction product. The product is: [CH3:11][O:10][C:8]([C:5]1[CH:4]=[N:3][C:2]([C:17]2[CH:18]=[CH:19][C:14]([C:13]([F:24])([F:23])[F:12])=[CH:15][CH:16]=2)=[CH:7][N:6]=1)=[O:9].